Dataset: NCI-60 drug combinations with 297,098 pairs across 59 cell lines. Task: Regression. Given two drug SMILES strings and cell line genomic features, predict the synergy score measuring deviation from expected non-interaction effect. (1) Drug 1: CC12CCC(CC1=CCC3C2CCC4(C3CC=C4C5=CN=CC=C5)C)O. Drug 2: C1CN(CCN1C(=O)CCBr)C(=O)CCBr. Cell line: NCI-H522. Synergy scores: CSS=16.4, Synergy_ZIP=-3.71, Synergy_Bliss=-2.08, Synergy_Loewe=-2.32, Synergy_HSA=-1.34. (2) Drug 1: CC1=CC2C(CCC3(C2CCC3(C(=O)C)OC(=O)C)C)C4(C1=CC(=O)CC4)C. Drug 2: C1=NC2=C(N=C(N=C2N1C3C(C(C(O3)CO)O)O)F)N. Cell line: RPMI-8226. Synergy scores: CSS=3.83, Synergy_ZIP=-1.74, Synergy_Bliss=-2.28, Synergy_Loewe=-0.608, Synergy_HSA=-0.977. (3) Drug 1: CC1=C2C(C(=O)C3(C(CC4C(C3C(C(C2(C)C)(CC1OC(=O)C(C(C5=CC=CC=C5)NC(=O)C6=CC=CC=C6)O)O)OC(=O)C7=CC=CC=C7)(CO4)OC(=O)C)O)C)OC(=O)C. Drug 2: CC12CCC3C(C1CCC2OP(=O)(O)O)CCC4=C3C=CC(=C4)OC(=O)N(CCCl)CCCl.[Na+]. Cell line: SF-295. Synergy scores: CSS=46.1, Synergy_ZIP=15.9, Synergy_Bliss=20.6, Synergy_Loewe=15.0, Synergy_HSA=20.2. (4) Drug 1: C1CN1C2=NC(=NC(=N2)N3CC3)N4CC4. Drug 2: C(=O)(N)NO. Cell line: M14. Synergy scores: CSS=16.7, Synergy_ZIP=-0.269, Synergy_Bliss=0.0565, Synergy_Loewe=-27.4, Synergy_HSA=-1.84. (5) Drug 1: CC1=C2C(C(=O)C3(C(CC4C(C3C(C(C2(C)C)(CC1OC(=O)C(C(C5=CC=CC=C5)NC(=O)OC(C)(C)C)O)O)OC(=O)C6=CC=CC=C6)(CO4)OC(=O)C)OC)C)OC. Drug 2: C1=CC=C(C=C1)NC(=O)CCCCCCC(=O)NO. Cell line: SF-268. Synergy scores: CSS=38.7, Synergy_ZIP=2.80, Synergy_Bliss=2.17, Synergy_Loewe=-11.1, Synergy_HSA=3.18. (6) Drug 1: C1C(C(OC1N2C=NC3=C(N=C(N=C32)Cl)N)CO)O. Drug 2: CC1CCCC2(C(O2)CC(NC(=O)CC(C(C(=O)C(C1O)C)(C)C)O)C(=CC3=CSC(=N3)C)C)C. Cell line: NCIH23. Synergy scores: CSS=59.7, Synergy_ZIP=-5.96, Synergy_Bliss=-9.05, Synergy_Loewe=-6.55, Synergy_HSA=-3.80.